From a dataset of Forward reaction prediction with 1.9M reactions from USPTO patents (1976-2016). Predict the product of the given reaction. (1) Given the reactants [Cl:1][C:2]1[CH:3]=[C:4]2[CH:10]=[C:9]([CH2:11]O)[N:8]([CH2:13][CH2:14][CH2:15][S:16]([CH2:19][CH3:20])(=[O:18])=[O:17])[C:5]2=[N:6][CH:7]=1.S(Cl)([Cl:23])=O, predict the reaction product. The product is: [Cl:1][C:2]1[CH:3]=[C:4]2[CH:10]=[C:9]([CH2:11][Cl:23])[N:8]([CH2:13][CH2:14][CH2:15][S:16]([CH2:19][CH3:20])(=[O:18])=[O:17])[C:5]2=[N:6][CH:7]=1. (2) Given the reactants [CH3:1][Mg]I.[Cl:4][C:5]1[CH:6]=[C:7]([C:11]2[O:15][N:14]=[C:13]([CH:16]=[O:17])[N:12]=2)[CH:8]=[CH:9][CH:10]=1.Cl, predict the reaction product. The product is: [Cl:4][C:5]1[CH:6]=[C:7]([C:11]2[O:15][N:14]=[C:13]([CH:16]([OH:17])[CH3:1])[N:12]=2)[CH:8]=[CH:9][CH:10]=1. (3) Given the reactants Cl[C:2]1[N:7]=[CH:6][C:5]([CH2:8][N:9]([CH:23]2[CH2:25][CH2:24]2)[CH:10]2[CH2:15][CH2:14][N:13]([C:16]([O:18][C:19]([CH3:22])([CH3:21])[CH3:20])=[O:17])[CH2:12][CH2:11]2)=[CH:4][CH:3]=1.[CH3:26][S:27]([C:29]1[CH:34]=[CH:33][C:32](B(O)O)=[CH:31][CH:30]=1)=[O:28].O1CCOCC1.C([O-])([O-])=O.[K+].[K+], predict the reaction product. The product is: [CH:23]1([N:9]([CH2:8][C:5]2[CH:6]=[N:7][C:2]([C:32]3[CH:33]=[CH:34][C:29]([S:27]([CH3:26])=[O:28])=[CH:30][CH:31]=3)=[CH:3][CH:4]=2)[CH:10]2[CH2:15][CH2:14][N:13]([C:16]([O:18][C:19]([CH3:22])([CH3:21])[CH3:20])=[O:17])[CH2:12][CH2:11]2)[CH2:25][CH2:24]1. (4) The product is: [Br:27][C:18]1[CH:17]=[C:16]([NH:15][C:14]([C@@H:13]2[CH2:12][C@@H:11]3[C@@H:9]([CH2:10]3)[NH:8]2)=[O:28])[CH:21]=[C:20]([C:22]2[NH:26][N:25]=[N:24][N:23]=2)[CH:19]=1. Given the reactants C(OC([N:8]1[C@H:13]([C:14](=[O:28])[NH:15][C:16]2[CH:21]=[C:20]([C:22]3[NH:26][N:25]=[N:24][N:23]=3)[CH:19]=[C:18]([Br:27])[CH:17]=2)[CH2:12][C@@H:11]2[C@H:9]1[CH2:10]2)=O)(C)(C)C.C(O)(C(F)(F)F)=O, predict the reaction product. (5) Given the reactants Br[C:2]1[CH:3]=[CH:4][C:5]2[S:9](=[O:11])(=[O:10])[NH:8][CH2:7][C:6]=2[CH:12]=1.[F:13][C:14]1[CH:22]=[C:21]2[C:17]([C:18](B3OC(C)(C)C(C)(C)O3)=[CH:19][N:20]2[C:23]([O:25][C:26]([CH3:29])([CH3:28])[CH3:27])=[O:24])=[CH:16][CH:15]=1.C([O-])([O-])=O.[K+].[K+], predict the reaction product. The product is: [O:10]=[S:9]1(=[O:11])[C:5]2[CH:4]=[CH:3][C:2]([C:18]3[C:17]4[C:21](=[CH:22][C:14]([F:13])=[CH:15][CH:16]=4)[N:20]([C:23]([O:25][C:26]([CH3:29])([CH3:28])[CH3:27])=[O:24])[CH:19]=3)=[CH:12][C:6]=2[CH2:7][NH:8]1. (6) Given the reactants C([O:3][C:4](=O)[CH2:5][C:6]([C@@H:8]1[CH2:13][CH2:12][N:11]([C:14]([O:16][CH3:17])=[O:15])[C@@H:10]([C:18]2[CH:23]=[CH:22][C:21]([S:24]([CH3:27])(=[O:26])=[O:25])=[CH:20][CH:19]=2)[CH2:9]1)=[O:7])C.[OH-].[Na+].[NH2:31]O.Cl, predict the reaction product. The product is: [CH3:27][S:24]([C:21]1[CH:22]=[CH:23][C:18]([C@H:10]2[CH2:9][C@H:8]([C:6]3[O:7][NH:31][C:4](=[O:3])[CH:5]=3)[CH2:13][CH2:12][N:11]2[C:14]([O:16][CH3:17])=[O:15])=[CH:19][CH:20]=1)(=[O:26])=[O:25].